The task is: Predict the reaction yield, written as a fraction of the theoretical maximum amount of product (1.0 means a 100% yield; for example, 0.34 means a 34% yield).. This data is from Reaction yield outcomes from USPTO patents with 853,638 reactions. (1) The reactants are [O:1]1[C:3]2([CH2:8][CH2:7][N:6]([C:9]3[CH:14]=[CH:13][C:12]([N:15]4[CH2:19][C@H:18]([CH2:20][NH:21][C:22](=[O:24])[CH3:23])[O:17][C:16]4=[O:25])=[CH:11][C:10]=3[F:26])[CH2:5][CH2:4]2)[CH2:2]1.[CH3:27][NH:28][CH3:29]. The catalyst is CO. The product is [CH3:27][N:28]([C:3]1([OH:1])[CH2:4][CH2:5][N:6]([C:9]2[CH:14]=[CH:13][C:12]([N:15]3[CH2:19][C@H:18]([CH2:20][NH:21][C:22](=[O:24])[CH3:23])[O:17][C:16]3=[O:25])=[CH:11][C:10]=2[F:26])[CH:7]([CH3:8])[CH2:2]1)[CH3:29]. The yield is 0.700. (2) The reactants are C[Si]([N-][Si](C)(C)C)(C)C.[Na+].[CH3:11][N:12]1[CH2:17][CH2:16][N:15]([CH2:18][C:19]2[CH:28]=[CH:27][C:22]([C:23]([O:25]C)=O)=[CH:21][CH:20]=2)[CH2:14][CH2:13]1.[NH2:29][C:30]1[N:34](C(OC(C)(C)C)=O)[N:33]=[C:32]([CH2:42][CH2:43][C:44]2[CH:49]=[C:48]([O:50][CH3:51])[CH:47]=[C:46]([O:52][CH3:53])[CH:45]=2)[CH:31]=1.[NH4+].[Cl-]. The yield is 0.0519. The catalyst is C1COCC1.CC(N(C)C)=O. The product is [CH3:51][O:50][C:48]1[CH:49]=[C:44]([CH2:43][CH2:42][C:32]2[NH:33][N:34]=[C:30]([NH:29][C:23](=[O:25])[C:22]3[CH:21]=[CH:20][C:19]([CH2:18][N:15]4[CH2:14][CH2:13][N:12]([CH3:11])[CH2:17][CH2:16]4)=[CH:28][CH:27]=3)[CH:31]=2)[CH:45]=[C:46]([O:52][CH3:53])[CH:47]=1. (3) The reactants are Br[C:2]1[CH:3]=[C:4]([NH:10][C:11]2[CH:16]=[CH:15][C:14]([CH:17]3[CH2:20][N:19]([CH2:21][CH3:22])[CH2:18]3)=[CH:13][N:12]=2)[C:5](=[O:9])[N:6]([CH3:8])[CH:7]=1.[C:23]([O:26][CH2:27][C:28]1[C:33]([N:34]2[CH2:46][CH2:45][N:37]3[C:38]4[CH2:39][CH2:40][CH2:41][CH2:42][C:43]=4[CH:44]=[C:36]3[C:35]2=[O:47])=[CH:32][C:31]([F:48])=[CH:30][C:29]=1B1OC(C)(C)C(C)(C)O1)(=[O:25])[CH3:24]. No catalyst specified. The product is [C:23]([O:26][CH2:27][C:28]1[C:33]([N:34]2[CH2:46][CH2:45][N:37]3[C:38]4[CH2:39][CH2:40][CH2:41][CH2:42][C:43]=4[CH:44]=[C:36]3[C:35]2=[O:47])=[CH:32][C:31]([F:48])=[CH:30][C:29]=1[C:2]1[CH:3]=[C:4]([NH:10][C:11]2[CH:16]=[CH:15][C:14]([CH:17]3[CH2:20][N:19]([CH2:21][CH3:22])[CH2:18]3)=[CH:13][N:12]=2)[C:5](=[O:9])[N:6]([CH3:8])[CH:7]=1)(=[O:25])[CH3:24]. The yield is 0.650. (4) The reactants are [H-].[Na+].[C:3]([OH:7])#[C:4][CH2:5][CH3:6].CI.Cl.Br[C:12]1[CH:20]=[C:19]2[C:15]([CH:16]=[C:17]([C:29]3[CH:34]=[CH:33][CH:32]=[CH:31][C:30]=3[Cl:35])[N:18]2[CH2:21][C:22]2[N:27]=[C:26]([NH2:28])[CH:25]=[CH:24][CH:23]=2)=[CH:14][CH:13]=1.N1CCC[CH2:37]1. The catalyst is CN(C=O)C.C1C=CC([P]([Pd]([P](C2C=CC=CC=2)(C2C=CC=CC=2)C2C=CC=CC=2)([P](C2C=CC=CC=2)(C2C=CC=CC=2)C2C=CC=CC=2)[P](C2C=CC=CC=2)(C2C=CC=CC=2)C2C=CC=CC=2)(C2C=CC=CC=2)C2C=CC=CC=2)=CC=1. The product is [Cl:35][C:30]1[CH:31]=[CH:32][CH:33]=[CH:34][C:29]=1[C:17]1[N:18]([CH2:21][C:22]2[N:27]=[C:26]([NH2:28])[CH:25]=[CH:24][CH:23]=2)[C:19]2[C:15]([CH:16]=1)=[CH:14][CH:13]=[C:12]([C:6]#[C:5][CH2:4][CH2:3][O:7][CH3:37])[CH:20]=2. The yield is 0.140.